Dataset: Catalyst prediction with 721,799 reactions and 888 catalyst types from USPTO. Task: Predict which catalyst facilitates the given reaction. Reactant: Br[C:2]1[CH:3]=[CH:4][CH:5]=[C:6]2[C:11]=1[N:10]=[C:9]([C:12]1[CH:17]=[CH:16][C:15]([N:18]3[CH2:23][CH2:22][N:21]([CH3:24])[CH2:20][CH2:19]3)=[CH:14][CH:13]=1)[CH:8]=[N:7]2.[F:25][C:26]1[CH:38]=[C:37](B2OC(C)(C)C(C)(C)O2)[CH:36]=[C:35]([F:48])[C:27]=1[CH2:28][N:29]1[CH2:34][CH2:33][O:32][CH2:31][CH2:30]1.COC1C=CC=C(OC)C=1C1C=CC=CC=1P(C1CCCCC1)C1CCCCC1.[O-]P([O-])([O-])=O.[K+].[K+].[K+]. Product: [F:48][C:35]1[CH:36]=[C:37]([C:2]2[CH:3]=[CH:4][CH:5]=[C:6]3[C:11]=2[N:10]=[C:9]([C:12]2[CH:17]=[CH:16][C:15]([N:18]4[CH2:19][CH2:20][N:21]([CH3:24])[CH2:22][CH2:23]4)=[CH:14][CH:13]=2)[CH:8]=[N:7]3)[CH:38]=[C:26]([F:25])[C:27]=1[CH2:28][N:29]1[CH2:30][CH2:31][O:32][CH2:33][CH2:34]1. The catalyst class is: 318.